This data is from NCI-60 drug combinations with 297,098 pairs across 59 cell lines. The task is: Regression. Given two drug SMILES strings and cell line genomic features, predict the synergy score measuring deviation from expected non-interaction effect. (1) Drug 1: CN(C)C(=N)N=C(N)N. Drug 2: CC1(CCCN1)C2=NC3=C(C=CC=C3N2)C(=O)N. Cell line: SK-OV-3. Synergy scores: CSS=-0.557, Synergy_ZIP=0.907, Synergy_Bliss=-0.294, Synergy_Loewe=-3.10, Synergy_HSA=-2.71. (2) Drug 1: CC12CCC3C(C1CCC2O)C(CC4=C3C=CC(=C4)O)CCCCCCCCCS(=O)CCCC(C(F)(F)F)(F)F. Drug 2: C1CCC(C(C1)N)N.C(=O)(C(=O)[O-])[O-].[Pt+4]. Cell line: HT29. Synergy scores: CSS=50.3, Synergy_ZIP=0.0737, Synergy_Bliss=-2.26, Synergy_Loewe=-17.5, Synergy_HSA=-1.53. (3) Drug 1: C1CC(=O)NC(=O)C1N2C(=O)C3=CC=CC=C3C2=O. Cell line: CCRF-CEM. Drug 2: COC1=C2C(=CC3=C1OC=C3)C=CC(=O)O2. Synergy scores: CSS=7.54, Synergy_ZIP=4.16, Synergy_Bliss=-0.732, Synergy_Loewe=-0.999, Synergy_HSA=-3.34.